This data is from Reaction yield outcomes from USPTO patents with 853,638 reactions. The task is: Predict the reaction yield, written as a fraction of the theoretical maximum amount of product (1.0 means a 100% yield; for example, 0.34 means a 34% yield). (1) The reactants are [F:1][C:2]1[CH:7]=[CH:6][CH:5]=[CH:4][C:3]=1[C@@H:8]([N:20]1[CH2:25][CH2:24][CH2:23][CH2:22][CH2:21]1)[C:9]([O:11][C@H](C1C=CC=CC=1)C)=[O:10]. The catalyst is C(O)C.[OH-].[OH-].[Pd+2]. The product is [F:1][C:2]1[CH:7]=[CH:6][CH:5]=[CH:4][C:3]=1[C@@H:8]([N:20]1[CH2:25][CH2:24][CH2:23][CH2:22][CH2:21]1)[C:9]([OH:11])=[O:10]. The yield is 0.980. (2) The reactants are [N:1]1[CH:6]=[CH:5][CH:4]=[C:3]([CH2:7][O:8][C:9]([NH:11][C:12]2[S:13][CH:14]=[C:15]([CH2:17][C:18]([OH:20])=O)[N:16]=2)=[O:10])[CH:2]=1.CCN(C(C)C)C(C)C.CCN=C=NCCCN(C)C.C1C=CC2N(O)N=NC=2C=1.[NH2:51][CH2:52][CH2:53][CH2:54][CH2:55][CH2:56][C:57]([O:59][CH3:60])=[O:58]. The catalyst is CN(C=O)C. The product is [N:1]1[CH:6]=[CH:5][CH:4]=[C:3]([CH2:7][O:8][C:9]([NH:11][C:12]2[S:13][CH:14]=[C:15]([CH2:17][C:18]([NH:51][CH2:52][CH2:53][CH2:54][CH2:55][CH2:56][C:57]([O:59][CH3:60])=[O:58])=[O:20])[N:16]=2)=[O:10])[CH:2]=1. The yield is 0.620. (3) The reactants are C(=O)([O-])[O-].[K+].[K+].[NH2:7][C:8]1[CH:13]=[CH:12][CH:11]=[CH:10][C:9]=1[OH:14].Br[CH2:16][C:17]([C:19]1[CH:24]=[CH:23][CH:22]=[CH:21][CH:20]=1)=O. The catalyst is O.C(Cl)Cl.S([O-])(O)(=O)=O.C([N+](CCCC)(CCCC)CCCC)CCC. The product is [C:19]1([C:17]2[CH2:16][O:14][C:9]3[CH:10]=[CH:11][CH:12]=[CH:13][C:8]=3[N:7]=2)[CH:24]=[CH:23][CH:22]=[CH:21][CH:20]=1. The yield is 0.610. (4) The reactants are [C:1]([C:5]1[O:9][N:8]=[C:7]([NH:10][C:11]([NH:13][C:14]2[CH:19]=[CH:18][CH:17]=[C:16]([O:20][C:21]3[C:30]4[C:25](=[CH:26][CH:27]=[C:28]([C:31]5[O:32][C:33]([CH:36]=O)=[CH:34][CH:35]=5)[CH:29]=4)[N:24]=[CH:23][N:22]=3)[CH:15]=2)=[O:12])[CH:6]=1)([CH3:4])([CH3:3])[CH3:2].[CH3:38][S:39]([CH2:42][CH2:43][NH2:44])(=[O:41])=[O:40].[O-]S([O-])(=O)=O.[Mg+2].[BH-](OC(C)=O)(OC(C)=O)OC(C)=O.[Na+]. The catalyst is C(Cl)Cl.C(O)(=O)C.CO. The product is [C:1]([C:5]1[O:9][N:8]=[C:7]([NH:10][C:11]([NH:13][C:14]2[CH:19]=[CH:18][CH:17]=[C:16]([O:20][C:21]3[C:30]4[C:25](=[CH:26][CH:27]=[C:28]([C:31]5[O:32][C:33]([CH2:36][NH:44][CH2:43][CH2:42][S:39]([CH3:38])(=[O:41])=[O:40])=[CH:34][CH:35]=5)[CH:29]=4)[N:24]=[CH:23][N:22]=3)[CH:15]=2)=[O:12])[CH:6]=1)([CH3:3])([CH3:2])[CH3:4]. The yield is 0.250.